This data is from Full USPTO retrosynthesis dataset with 1.9M reactions from patents (1976-2016). The task is: Predict the reactants needed to synthesize the given product. (1) Given the product [Br:2][C:3]1[CH:8]=[C:7]([F:9])[CH:6]=[CH:5][C:4]=1[C:10]1[C:11]([CH3:12])=[N:31][N:30]([CH3:29])[C:14]=1[NH:16][C:17]1[C:22]([F:23])=[CH:21][CH:20]=[CH:19][C:18]=1[F:24], predict the reactants needed to synthesize it. The reactants are: [K].[Br:2][C:3]1[CH:8]=[C:7]([F:9])[CH:6]=[CH:5][C:4]=1[C:10](=[C:14]([NH:16][C:17]1[C:22]([F:23])=[CH:21][CH:20]=[CH:19][C:18]=1[F:24])S)[C:11](=O)[CH3:12].C(O)(=O)C.[CH3:29][NH:30][NH2:31].O. (2) The reactants are: [O:1]=[C:2]1[CH:17]2[N:5]([CH2:6][C:7]3[NH:8][C:9]4[CH:10]=[CH:11][CH:12]=[CH:13][C:14]=4[C:15]=3[CH2:16]2)[C:4](=[O:18])[N:3]1[CH2:19][CH2:20][CH2:21][C:22]([O:24][CH3:25])=[O:23].C([O-])([O-])=O.[Cs+].[Cs+].Br[CH2:33][CH2:34][CH2:35][C:36]1[CH:41]=[CH:40][CH:39]=[CH:38][CH:37]=1. Given the product [O:1]=[C:2]1[CH:17]2[N:5]([CH2:6][C:7]3[N:8]([CH2:33][CH2:34][CH2:35][C:36]4[CH:41]=[CH:40][CH:39]=[CH:38][CH:37]=4)[C:9]4[CH:10]=[CH:11][CH:12]=[CH:13][C:14]=4[C:15]=3[CH2:16]2)[C:4](=[O:18])[N:3]1[CH2:19][CH2:20][CH2:21][C:22]([O:24][CH3:25])=[O:23], predict the reactants needed to synthesize it. (3) The reactants are: CO[C:3](=[O:14])[C:4]1[CH:9]=[CH:8][C:7]([C:10]([CH3:13])([CH3:12])[CH3:11])=[CH:6][CH:5]=1.[CH3:15][O:16][C:17]1[CH:22]=[CH:21][C:20]([C:23](=[O:25])[CH3:24])=[CH:19][CH:18]=1. Given the product [CH3:13][C:10]([C:7]1[CH:6]=[CH:5][C:4]([C:3]([CH2:24][C:23]([C:20]2[CH:21]=[CH:22][C:17]([O:16][CH3:15])=[CH:18][CH:19]=2)=[O:25])=[O:14])=[CH:9][CH:8]=1)([CH3:11])[CH3:12], predict the reactants needed to synthesize it. (4) Given the product [NH2:9][C:10]1[C:11]([NH:20][CH2:21][CH2:22][CH2:23][OH:24])=[C:12]([CH:17]=[CH:18][C:19]=1[Cl:1])[C:13]([O:15][CH3:16])=[O:14], predict the reactants needed to synthesize it. The reactants are: [Cl:1]N1C(=O)CCC1=O.[NH2:9][C:10]1[C:11]([NH:20][CH2:21][CH2:22][CH2:23][OH:24])=[C:12]([CH:17]=[CH:18][CH:19]=1)[C:13]([O:15][CH3:16])=[O:14]. (5) Given the product [CH:13]([C:2]1[CH:3]=[C:4]([CH2:8][C:9]([O:11][CH3:12])=[O:10])[CH:5]=[CH:6][CH:7]=1)=[CH2:14], predict the reactants needed to synthesize it. The reactants are: Br[C:2]1[CH:3]=[C:4]([CH2:8][C:9]([O:11][CH3:12])=[O:10])[CH:5]=[CH:6][CH:7]=1.[CH2:13]([Sn](CCCC)(CCCC)C=C)[CH2:14]CC.[F-].[Cs+]. (6) Given the product [F:38][C:39]([F:44])([F:43])[C:40]([OH:42])=[O:41].[CH2:1]([C:4]1[C:5]([C:15]2[O:19][N:18]=[C:17]([C:20]3[CH:37]=[CH:36][C:23]([CH2:24][N:25]4[CH2:28][CH:27]([C:29]([OH:31])=[O:30])[CH2:26]4)=[CH:22][CH:21]=3)[N:16]=2)=[N:6][O:7][C:8]=1[C:9]1[CH:14]=[CH:13][CH:12]=[CH:11][N:10]=1)[CH2:2][CH3:3], predict the reactants needed to synthesize it. The reactants are: [CH2:1]([C:4]1[C:5]([C:15]2[O:19][N:18]=[C:17]([C:20]3[CH:37]=[CH:36][C:23]([CH2:24][N:25]4[CH2:28][CH:27]([C:29]([O:31]C(C)(C)C)=[O:30])[CH2:26]4)=[CH:22][CH:21]=3)[N:16]=2)=[N:6][O:7][C:8]=1[C:9]1[CH:14]=[CH:13][CH:12]=[CH:11][N:10]=1)[CH2:2][CH3:3].[F:38][C:39]([F:44])([F:43])[C:40]([OH:42])=[O:41].